Dataset: Forward reaction prediction with 1.9M reactions from USPTO patents (1976-2016). Task: Predict the product of the given reaction. (1) Given the reactants C(O)(C(F)(F)F)=O.[S:8]1[CH:12]=[CH:11][C:10]([C@H:13]2[C@H:22]3[CH2:23][CH2:24][N:25]([C:26]([O:28]C(C)(C)C)=O)[C@H:21]3[C:20]3[CH:19]=[CH:18][CH:17]=[CH:16][C:15]=3[NH:14]2)=[CH:9]1.[OH-].[Na+].[C:35]([NH:43][C:44]1[CH:52]=[CH:51][CH:50]=[CH:49][C:45]=1C(O)=O)(=[O:42])[C:36]1[CH:41]=[CH:40][CH:39]=[CH:38][CH:37]=1.C(N(CC)CC)C.CCOC(OC(OCC)=O)=O, predict the reaction product. The product is: [S:8]1[CH:12]=[CH:11][C:10]([C@H:13]2[C@H:22]3[CH2:23][CH2:24][N:25]([C:26]([C:45]4[CH:49]=[CH:50][CH:51]=[CH:52][C:44]=4[NH:43][C:35](=[O:42])[C:36]4[CH:37]=[CH:38][CH:39]=[CH:40][CH:41]=4)=[O:28])[C@H:21]3[C:20]3[CH:15]=[CH:16][CH:17]=[CH:18][C:19]=3[NH:14]2)=[CH:9]1. (2) Given the reactants [F:1][C:2]1[C:3]([CH3:23])=[C:4]([C:8]2([C:20](O)=[O:21])[CH2:12][CH2:11][C:10]([C:13]3[CH:14]=[N:15][CH:16]=[C:17]([F:19])[CH:18]=3)=[CH:9]2)[CH:5]=[CH:6][CH:7]=1.CCN(CC)CC.CN(C(F)=[N+](C)C)C.F[P-](F)(F)(F)(F)F.[O:46]1[CH2:51][CH2:50][CH2:49][CH2:48][CH:47]1[O:52][NH2:53], predict the reaction product. The product is: [F:1][C:2]1[C:3]([CH3:23])=[C:4]([C:8]2([C:20]([NH:53][O:52][CH:47]3[CH2:48][CH2:49][CH2:50][CH2:51][O:46]3)=[O:21])[CH2:12][CH2:11][C:10]([C:13]3[CH:14]=[N:15][CH:16]=[C:17]([F:19])[CH:18]=3)=[CH:9]2)[CH:5]=[CH:6][CH:7]=1. (3) Given the reactants [CH3:1][S:2]([CH2:5][S:6]([O:9][C:10]1[CH:15]=[CH:14][CH:13]=[CH:12][CH:11]=1)(=[O:8])=[O:7])(=[O:4])=[O:3].[OH-].[Na+].[CH3:18][S:19](Cl)(=[O:21])=[O:20], predict the reaction product. The product is: [CH3:1][S:2]([CH:5]([S:19]([CH3:18])(=[O:21])=[O:20])[S:6]([O:9][C:10]1[CH:15]=[CH:14][CH:13]=[CH:12][CH:11]=1)(=[O:7])=[O:8])(=[O:3])=[O:4].